Dataset: Forward reaction prediction with 1.9M reactions from USPTO patents (1976-2016). Task: Predict the product of the given reaction. (1) Given the reactants [CH2:1]([O:3][C:4]1[C:8]([CH2:9][CH2:10][CH2:11][O:12][C:13]2[CH:18]=[CH:17][C:16]([CH2:19][CH2:20][C:21]([O:23]CC)=[O:22])=[CH:15][C:14]=2[OH:26])=[CH:7][N:6]([C:27]2[CH:32]=[CH:31][C:30]([C:33]([F:36])([F:35])[F:34])=[CH:29][N:28]=2)[N:5]=1)[CH3:2].C(=O)([O-])[O-].[K+].[K+].I[CH2:44][CH2:45][CH2:46][CH3:47].CN(C)C=O, predict the reaction product. The product is: [CH2:44]([O:26][C:14]1[CH:15]=[C:16]([CH2:19][CH2:20][C:21]([OH:23])=[O:22])[CH:17]=[CH:18][C:13]=1[O:12][CH2:11][CH2:10][CH2:9][C:8]1[C:4]([O:3][CH2:1][CH3:2])=[N:5][N:6]([C:27]2[CH:32]=[CH:31][C:30]([C:33]([F:35])([F:34])[F:36])=[CH:29][N:28]=2)[CH:7]=1)[CH2:45][CH2:46][CH3:47]. (2) Given the reactants [C:1]([O:5][C:6]([N:8]1[CH2:13][CH2:12][N:11]([C:14]2[CH:22]=[CH:21][C:20]([N+:23]([O-])=O)=[C:19]3[C:15]=2[CH2:16][N:17]([CH3:27])[C:18]3=[O:26])[CH2:10][CH2:9]1)=[O:7])([CH3:4])([CH3:3])[CH3:2].Cl.[OH-].[Na+], predict the reaction product. The product is: [C:1]([O:5][C:6]([N:8]1[CH2:9][CH2:10][N:11]([C:14]2[CH:22]=[CH:21][C:20]([NH2:23])=[C:19]3[C:15]=2[CH2:16][N:17]([CH3:27])[C:18]3=[O:26])[CH2:12][CH2:13]1)=[O:7])([CH3:4])([CH3:3])[CH3:2]. (3) Given the reactants [C:1]([C:5]1[CH:10]=[CH:9][C:8]([NH2:11])=[CH:7][CH:6]=1)([CH3:4])([CH3:3])[CH3:2].C(OC([NH:19][CH2:20][C:21]1[CH:26]=[CH:25][C:24]([CH2:27][C@H:28]([NH:32][C:33]([O:35]CC2C3C=CC=CC=3C3C2=CC=CC=3)=O)[C:29]([OH:31])=O)=[CH:23][CH:22]=1)=O)(C)(C)C.[CH2:50]([N:57]=C=O)[C:51]1[CH:56]=[CH:55][CH:54]=[CH:53][CH:52]=1, predict the reaction product. The product is: [NH2:19][CH2:20][C:21]1[CH:22]=[CH:23][C:24]([CH2:27][C@H:28]([NH:32][C:33]([NH:57][CH2:50][C:51]2[CH:56]=[CH:55][CH:54]=[CH:53][CH:52]=2)=[O:35])[C:29]([NH:11][C:8]2[CH:7]=[CH:6][C:5]([C:1]([CH3:4])([CH3:2])[CH3:3])=[CH:10][CH:9]=2)=[O:31])=[CH:25][CH:26]=1. (4) Given the reactants [CH2:1]1[C@H:6]2[CH2:7][C:8](=O)[CH2:9][C@H:5]2[CH2:4][C:3](=[O:11])[NH:2]1.Cl.CN.[C:15]([BH3-])#[N:16].[Na+], predict the reaction product. The product is: [CH3:15][NH:16][CH:8]1[CH2:7][C@@H:6]2[CH2:1][NH:2][C:3](=[O:11])[CH2:4][C@@H:5]2[CH2:9]1. (5) Given the reactants [C:1]([C:4]1[C:13](=[O:14])[C:12]2[C:7](=[CH:8][C:9](Cl)=[C:10]([F:15])[CH:11]=2)[N:6]([CH:17]2[CH2:19][CH2:18]2)[CH:5]=1)([OH:3])=[O:2].N[OH:21].[C:22]([N:29]1[CH:33]=[CH:32]N=C1)(N1C=CN=C1)=[O:23].N1C=CN=C1.[CH3:39][N:40]1[C:44](=[O:45])[CH2:43]CC1, predict the reaction product. The product is: [C:44]([NH:40][CH2:39][C@@H:32]1[O:21][C:22](=[O:23])[N:29]([C:9]2[CH:8]=[C:7]3[C:12]([C:13](=[O:14])[C:4]([C:1]([OH:3])=[O:2])=[CH:5][N:6]3[CH:17]3[CH2:19][CH2:18]3)=[CH:11][C:10]=2[F:15])[CH2:33]1)(=[O:45])[CH3:43]. (6) The product is: [Cl:1][C:2]1[CH:25]=[CH:24][C:5]([CH2:6][NH:7][C:8]([C:10]2[C:11](=[O:23])[C:12]3[S:19][C:18]([CH2:20][N:27]([CH2:28][CH:29]([OH:30])[C:31]4[N:32]=[CH:33][CH:34]=[CH:35][N:36]=4)[CH3:26])=[C:17]([CH3:22])[C:13]=3[N:14]([CH3:16])[CH:15]=2)=[O:9])=[CH:4][CH:3]=1. Given the reactants [Cl:1][C:2]1[CH:25]=[CH:24][C:5]([CH2:6][NH:7][C:8]([C:10]2[C:11](=[O:23])[C:12]3[S:19][C:18]([CH2:20]Cl)=[C:17]([CH3:22])[C:13]=3[N:14]([CH3:16])[CH:15]=2)=[O:9])=[CH:4][CH:3]=1.[CH3:26][NH:27][CH2:28][CH:29]([C:31]1[N:36]=[CH:35][CH:34]=[CH:33][N:32]=1)[OH:30].C(N(C(C)C)CC)(C)C, predict the reaction product.